Regression. Given a peptide amino acid sequence and an MHC pseudo amino acid sequence, predict their binding affinity value. This is MHC class I binding data. From a dataset of Peptide-MHC class I binding affinity with 185,985 pairs from IEDB/IMGT. (1) The peptide sequence is YQHLHTAPK. The MHC is HLA-A30:01 with pseudo-sequence HLA-A30:01. The binding affinity (normalized) is 0.908. (2) The peptide sequence is AMYYRRTER. The MHC is HLA-B07:02 with pseudo-sequence HLA-B07:02. The binding affinity (normalized) is 0.0847. (3) The peptide sequence is IEPSNEEKI. The MHC is HLA-A02:03 with pseudo-sequence HLA-A02:03. The binding affinity (normalized) is 0.377. (4) The binding affinity (normalized) is 0.0847. The peptide sequence is YRYGFVANF. The MHC is HLA-B58:01 with pseudo-sequence HLA-B58:01. (5) The peptide sequence is HIKTIAVSV. The MHC is HLA-A02:02 with pseudo-sequence HLA-A02:02. The binding affinity (normalized) is 0.258. (6) The MHC is BoLA-HD6 with pseudo-sequence BoLA-HD6. The binding affinity (normalized) is 0.657. The peptide sequence is FLYDISISL. (7) The peptide sequence is ASSGMLWMAE. The MHC is HLA-B57:01 with pseudo-sequence HLA-B57:01. The binding affinity (normalized) is 0.0492. (8) The peptide sequence is LSEEANWAF. The MHC is HLA-B40:01 with pseudo-sequence HLA-B40:01. The binding affinity (normalized) is 0.0847.